From a dataset of NCI-60 drug combinations with 297,098 pairs across 59 cell lines. Regression. Given two drug SMILES strings and cell line genomic features, predict the synergy score measuring deviation from expected non-interaction effect. (1) Drug 1: C1=NNC2=C1C(=O)NC=N2. Drug 2: C1CN(P(=O)(OC1)NCCCl)CCCl. Cell line: UACC-257. Synergy scores: CSS=2.25, Synergy_ZIP=-1.92, Synergy_Bliss=-4.02, Synergy_Loewe=-2.37, Synergy_HSA=-3.02. (2) Drug 1: CC1C(C(CC(O1)OC2CC(CC3=C2C(=C4C(=C3O)C(=O)C5=C(C4=O)C(=CC=C5)OC)O)(C(=O)C)O)N)O.Cl. Drug 2: C1CNP(=O)(OC1)N(CCCl)CCCl. Cell line: T-47D. Synergy scores: CSS=22.5, Synergy_ZIP=2.06, Synergy_Bliss=6.69, Synergy_Loewe=-3.00, Synergy_HSA=6.85. (3) Drug 1: C1CC(=O)NC(=O)C1N2CC3=C(C2=O)C=CC=C3N. Drug 2: CCN(CC)CCNC(=O)C1=C(NC(=C1C)C=C2C3=C(C=CC(=C3)F)NC2=O)C. Cell line: OVCAR-5. Synergy scores: CSS=0.0600, Synergy_ZIP=-0.119, Synergy_Bliss=-2.10, Synergy_Loewe=-5.87, Synergy_HSA=-5.82. (4) Drug 1: CC12CCC3C(C1CCC2=O)CC(=C)C4=CC(=O)C=CC34C. Drug 2: CN(CC1=CN=C2C(=N1)C(=NC(=N2)N)N)C3=CC=C(C=C3)C(=O)NC(CCC(=O)O)C(=O)O. Cell line: CCRF-CEM. Synergy scores: CSS=65.8, Synergy_ZIP=0.734, Synergy_Bliss=0.617, Synergy_Loewe=-1.65, Synergy_HSA=1.48. (5) Drug 1: C1=CN(C(=O)N=C1N)C2C(C(C(O2)CO)O)O.Cl. Drug 2: CN(CCCl)CCCl.Cl. Cell line: HCT116. Synergy scores: CSS=55.6, Synergy_ZIP=1.65, Synergy_Bliss=1.57, Synergy_Loewe=-5.26, Synergy_HSA=3.38. (6) Drug 1: COC1=NC(=NC2=C1N=CN2C3C(C(C(O3)CO)O)O)N. Drug 2: C1CNP(=O)(OC1)N(CCCl)CCCl. Cell line: SW-620. Synergy scores: CSS=-1.16, Synergy_ZIP=0.987, Synergy_Bliss=0.908, Synergy_Loewe=-1.72, Synergy_HSA=-1.11. (7) Drug 1: CC12CCC3C(C1CCC2NC(=O)OCC(F)(F)F)CCC4C3(C=CC(=O)N4C)C. Drug 2: C1CC(CCC1OC2=C(C(=CC=C2)Cl)F)(CC3=NC(=CC=C3)NC4=NC=CS4)C(=O)O. Cell line: SK-OV-3. Synergy scores: CSS=13.4, Synergy_ZIP=2.61, Synergy_Bliss=9.12, Synergy_Loewe=-2.27, Synergy_HSA=3.10. (8) Drug 1: CCCS(=O)(=O)NC1=C(C(=C(C=C1)F)C(=O)C2=CNC3=C2C=C(C=N3)C4=CC=C(C=C4)Cl)F. Drug 2: C1=NC2=C(N1)C(=S)N=C(N2)N. Cell line: SF-539. Synergy scores: CSS=33.5, Synergy_ZIP=2.93, Synergy_Bliss=4.51, Synergy_Loewe=-2.97, Synergy_HSA=5.20. (9) Drug 1: CN1CCC(CC1)COC2=C(C=C3C(=C2)N=CN=C3NC4=C(C=C(C=C4)Br)F)OC. Drug 2: COC1=C(C=C2C(=C1)N=CN=C2NC3=CC(=C(C=C3)F)Cl)OCCCN4CCOCC4. Cell line: IGROV1. Synergy scores: CSS=71.7, Synergy_ZIP=5.84, Synergy_Bliss=6.07, Synergy_Loewe=6.88, Synergy_HSA=12.0. (10) Drug 1: C1CCC(C(C1)N)N.C(=O)(C(=O)[O-])[O-].[Pt+4]. Drug 2: CC1C(C(CC(O1)OC2CC(CC3=C2C(=C4C(=C3O)C(=O)C5=CC=CC=C5C4=O)O)(C(=O)C)O)N)O. Cell line: RXF 393. Synergy scores: CSS=64.2, Synergy_ZIP=4.16, Synergy_Bliss=10.4, Synergy_Loewe=4.98, Synergy_HSA=13.0.